This data is from Forward reaction prediction with 1.9M reactions from USPTO patents (1976-2016). The task is: Predict the product of the given reaction. (1) Given the reactants [CH2:1]([O:8][C:9]([NH:11][C@@H:12]1[CH2:20][C:19]2[C:14](=[CH:15][CH:16]=[C:17]([C:21](OC)=[O:22])[CH:18]=2)[CH2:13]1)=[O:10])[C:2]1[CH:7]=[CH:6][CH:5]=[CH:4][CH:3]=1.[H-].[Al+3].[Li+].[H-].[H-].[H-], predict the reaction product. The product is: [OH:22][CH2:21][C:17]1[CH:18]=[C:19]2[C:14](=[CH:15][CH:16]=1)[CH2:13][C@H:12]([NH:11][C:9](=[O:10])[O:8][CH2:1][C:2]1[CH:3]=[CH:4][CH:5]=[CH:6][CH:7]=1)[CH2:20]2. (2) The product is: [CH2:18]([C:10]1[N:9]([C:7](=[O:8])[CH2:6][C@@H:5]([CH3:24])[CH2:4][C:3]([OH:25])=[O:2])[C:17]2[C:12]([CH:11]=1)=[CH:13][CH:14]=[CH:15][CH:16]=2)[CH2:19][CH2:20][CH2:21][CH2:22][CH3:23]. Given the reactants C[O:2][C:3](=[O:25])[CH2:4][CH:5]([CH3:24])[CH2:6][C:7]([N:9]1[C:17]2[C:12](=[CH:13][CH:14]=[CH:15][CH:16]=2)[CH:11]=[C:10]1[CH2:18][CH2:19][CH2:20][CH2:21][CH2:22][CH3:23])=[O:8].[Cl-].[NH4+].C(OCC)(=O)C, predict the reaction product. (3) Given the reactants Br[CH2:2][C:3]#[C:4][CH3:5].[C:6]([NH:9][C:10]1[CH:15]=[CH:14][CH:13]=[CH:12][C:11]=1[OH:16])(=[O:8])[CH3:7].C(=O)([O-])[O-].[K+].[K+], predict the reaction product. The product is: [CH2:2]([O:16][C:11]1[CH:12]=[CH:13][CH:14]=[CH:15][C:10]=1[NH:9][C:6](=[O:8])[CH3:7])[C:3]#[C:4][CH3:5].